Dataset: Forward reaction prediction with 1.9M reactions from USPTO patents (1976-2016). Task: Predict the product of the given reaction. (1) Given the reactants C(#N)C([CH2:4][C:5]#[N:6])O.[H-].[Na+].[N:10]1([C:16]2[CH:27]=[C:20]3[C:21]([O:23][C:24](=O)[NH:25][C:19]3=[CH:18][CH:17]=2)=O)[CH2:15][CH2:14][O:13][CH2:12][CH2:11]1.C[N:29](C)C=O, predict the reaction product. The product is: [NH2:29][C:24]1[C:4]([C:5]#[N:6])=[C:21]([OH:23])[C:20]2[C:19](=[CH:18][CH:17]=[C:16]([N:10]3[CH2:11][CH2:12][O:13][CH2:14][CH2:15]3)[CH:27]=2)[N:25]=1. (2) Given the reactants [CH2:1]1[CH2:6][CH2:5][CH:4]([C@H:7]([NH:11][C:12]([O:14]CC2C3C(=CC=CC=3)C3C2=CC=CC=3)=O)[C:8](O)=O)[CH2:3][CH2:2]1.COC(=O)[C@H:32]([CH2:34][CH:35]([CH3:37])[CH3:36])[NH2:33], predict the reaction product. The product is: [CH:4]1([C@@H:7]2[NH:11][C:12](=[O:14])[C@H:32]([CH2:34][CH:35]([CH3:37])[CH3:36])[NH:33][CH2:8]2)[CH2:3][CH2:2][CH2:1][CH2:6][CH2:5]1.